This data is from Full USPTO retrosynthesis dataset with 1.9M reactions from patents (1976-2016). The task is: Predict the reactants needed to synthesize the given product. (1) Given the product [Cl:34][C:31]1[CH:32]=[CH:33][C:28]([O:1][CH2:2][C:3]23[CH2:8][CH2:7][C:6]([C:11]4[NH:19][C:18]5[C:17](=[O:20])[N:16]([CH2:21][CH2:22][CH3:23])[C:15](=[O:24])[NH:14][C:13]=5[N:12]=4)([CH2:9][CH2:10]2)[CH2:5][CH2:4]3)=[N:29][CH:30]=1, predict the reactants needed to synthesize it. The reactants are: [OH:1][CH2:2][C:3]12[CH2:10][CH2:9][C:6]([C:11]3[NH:19][C:18]4[C:17](=[O:20])[N:16]([CH2:21][CH2:22][CH3:23])[C:15](=[O:24])[NH:14][C:13]=4[N:12]=3)([CH2:7][CH2:8]1)[CH2:5][CH2:4]2.[H-].[Na+].Br[C:28]1[CH:33]=[CH:32][C:31]([Cl:34])=[CH:30][N:29]=1. (2) Given the product [CH3:6][C:7]1([CH3:14])[CH2:12][CH2:11][C:10]([CH2:5][N+:2]([O-:4])=[O:3])([OH:13])[CH2:9][CH2:8]1, predict the reactants needed to synthesize it. The reactants are: [Na].[N+:2]([CH3:5])([O-:4])=[O:3].[CH3:6][C:7]1([CH3:14])[CH2:12][CH2:11][C:10](=[O:13])[CH2:9][CH2:8]1.C(O)(=O)C. (3) Given the product [O:1]1[C:5]2[CH:6]=[CH:7][CH:8]=[CH:9][C:4]=2[N:3]=[C:2]1[C:10]1[CH:11]=[CH:12][C:13]2[N:17]([CH:18]3[CH2:23][CH2:22][O:21][CH2:20][CH2:19]3)[C:30]([C:29]3[CH:35]=[CH:36][CH:37]=[C:27]([O:26][CH3:25])[CH:28]=3)=[N:15][C:14]=2[CH:16]=1, predict the reactants needed to synthesize it. The reactants are: [O:1]1[C:5]2[CH:6]=[CH:7][CH:8]=[CH:9][C:4]=2[N:3]=[C:2]1[C:10]1[CH:11]=[CH:12][C:13]([NH:17][CH:18]2[CH2:23][CH2:22][O:21][CH2:20][CH2:19]2)=[C:14]([CH:16]=1)[NH2:15].Cl.[CH3:25][O:26][C:27]1[CH:28]=[C:29]([CH:35]=[CH:36][CH:37]=1)[C:30](=N)OCC.C(=O)([O-])O.[Na+].